Dataset: Forward reaction prediction with 1.9M reactions from USPTO patents (1976-2016). Task: Predict the product of the given reaction. (1) Given the reactants [F:1][C:2]1[CH:9]=[C:8]([CH:10]=[O:11])[CH:7]=[CH:6][C:3]=1[C:4]#[N:5].C1(C)C=CC(S([CH2:21][N+:22]#[C-:23])(=O)=O)=CC=1.C(=O)([O-])[O-].[K+].[K+], predict the reaction product. The product is: [F:1][C:2]1[CH:9]=[C:8]([C:10]2[O:11][CH:23]=[N:22][CH:21]=2)[CH:7]=[CH:6][C:3]=1[C:4]#[N:5]. (2) The product is: [CH:2]([C:4]1[O:31][N:32]=[C:33]([C@H:35]2[CH2:36][CH2:37][C@H:38]([C:41]([O:43][CH3:44])=[O:42])[CH2:39][CH2:40]2)[N:34]=1)([CH3:3])[CH3:1]. Given the reactants [C:1](O)(=O)[CH:2]([CH3:4])[CH3:3].C(N(C(C)C)CC)(C)C.F[P-](F)(F)(F)(F)F.CN(C)C(F)=[N+](C)C.[OH:31][N:32]=[C:33]([C@H:35]1[CH2:40][CH2:39][C@H:38]([C:41]([O:43][CH3:44])=[O:42])[CH2:37][CH2:36]1)[NH2:34], predict the reaction product. (3) Given the reactants [F:1][C:2]1[CH:38]=[CH:37][C:5]([CH2:6][NH:7][C:8]([C:10]2[C:19]([OH:20])=[C:18]3[C:13]([CH:14]=[CH:15][CH:16]=[N:17]3)=[C:12]([N:21]3[CH2:27][CH2:26][N:25](C(OC(C)(C)C)=O)[CH2:24][CH2:23][S:22]3(=[O:36])=[O:35])[N:11]=2)=[O:9])=[CH:4][CH:3]=1.[F:39][C:40]([F:45])([F:44])[C:41]([OH:43])=[O:42], predict the reaction product. The product is: [F:39][C:40]([F:45])([F:44])[C:41]([O-:43])=[O:42].[F:1][C:2]1[CH:38]=[CH:37][C:5]([CH2:6][NH:7][C:8]([C:10]2[C:19]([OH:20])=[C:18]3[C:13]([CH:14]=[CH:15][CH:16]=[N:17]3)=[C:12]([N:21]3[CH2:27][CH2:26][NH2+:25][CH2:24][CH2:23][S:22]3(=[O:35])=[O:36])[N:11]=2)=[O:9])=[CH:4][CH:3]=1.